From a dataset of Full USPTO retrosynthesis dataset with 1.9M reactions from patents (1976-2016). Predict the reactants needed to synthesize the given product. (1) Given the product [CH3:26][N:24]1[CH:25]=[C:21]([C:18]2[CH:19]=[CH:20][C:15]3[N:16]([C:12]([CH2:11][C:8]4[CH:9]=[CH:10][C:5]5[N:6]([C:2]([C:32](=[O:34])[CH3:33])=[CH:3][N:4]=5)[CH:7]=4)=[CH:13][N:14]=3)[N:17]=2)[CH:22]=[N:23]1, predict the reactants needed to synthesize it. The reactants are: Br[C:2]1[N:6]2[CH:7]=[C:8]([CH2:11][C:12]3[N:16]4[N:17]=[C:18]([C:21]5[CH:22]=[N:23][N:24]([CH3:26])[CH:25]=5)[CH:19]=[CH:20][C:15]4=[N:14][CH:13]=3)[CH:9]=[CH:10][C:5]2=[N:4][CH:3]=1.C([Sn](CCCC)(CCCC)[C:32]([O:34]CC)=[CH2:33])CCC. (2) Given the product [C:18]([O:22][C:23](=[O:39])[NH:24][C:25]1[CH:30]=[C:29]([O:31][CH3:32])[C:28]([O:33][CH3:34])=[C:27]([O:35][CH2:36][CH2:37][Cl:38])[CH:26]=1)([CH3:19])([CH3:21])[CH3:20], predict the reactants needed to synthesize it. The reactants are: ClCCOC1C=C(C=C(OC)C=1OC)C(O)=O.[C:18]([O:22][C:23](=[O:39])[NH:24][C:25]1[CH:30]=[C:29]([O:31][CH3:32])[C:28]([O:33][CH3:34])=[C:27]([O:35][CH2:36][CH2:37][Cl:38])[CH:26]=1)([CH3:21])([CH3:20])[CH3:19]. (3) Given the product [OH:6][C:7]1[CH:8]=[C:9]([CH:49]=[CH:50][CH:51]=1)[CH2:10][C@H:11]1[C:36](=[O:37])[N:35]2[NH:38][C@@H:31]([CH2:32][CH2:33][CH2:34]2)[C:30](=[O:39])[O:29][CH2:28][C:27]2[CH:40]=[C:23]([CH:24]=[CH:25][N:26]=2)[CH:22]=[CH:21][CH2:20][CH2:19][C@@H:18]([O:41][CH3:42])[C@@H:17]([CH3:43])[C:16](=[O:44])[NH:15][C@@H:14]([CH:45]([CH3:47])[CH3:46])[C:13](=[O:48])[NH:12]1, predict the reactants needed to synthesize it. The reactants are: C([Si](C)(C)[O:6][C:7]1[CH:8]=[C:9]([CH:49]=[CH:50][CH:51]=1)[CH2:10][C@H:11]1[C:36](=[O:37])[N:35]2[NH:38][C@@H:31]([CH2:32][CH2:33][CH2:34]2)[C:30](=[O:39])[O:29][CH2:28][C:27]2=[CH:40][C:23](=[CH:24][CH:25]=[N:26]2)[CH:22]=[CH:21][CH2:20][CH2:19][C@@H:18]([O:41][CH3:42])[C@@H:17]([CH3:43])[C:16](=[O:44])[NH:15][C@@H:14]([CH:45]([CH3:47])[CH3:46])[C:13](=[O:48])[NH:12]1)(C)(C)C.CCCC[N+](CCCC)(CCCC)CCCC.[F-]. (4) Given the product [ClH:56].[O:25]1[C:30]2[CH:31]=[CH:32][C:33]([CH2:35][NH:1][CH:2]3[CH2:11][C:10]4[N:9]=[CH:8][C:7]([N:12]5[C:17](=[O:18])[CH:16]=[N:15][C:14]6[CH:19]=[CH:20][C:21]([O:23][CH3:24])=[N:22][C:13]5=6)=[CH:6][C:5]=4[CH2:4][CH2:3]3)=[CH:34][C:29]=2[O:28][CH2:27][CH2:26]1, predict the reactants needed to synthesize it. The reactants are: [NH2:1][CH:2]1[CH2:11][C:10]2[N:9]=[CH:8][C:7]([N:12]3[C:17](=[O:18])[CH:16]=[N:15][C:14]4[CH:19]=[CH:20][C:21]([O:23][CH3:24])=[N:22][C:13]3=4)=[CH:6][C:5]=2[CH2:4][CH2:3]1.[O:25]1[C:30]2[CH:31]=[CH:32][C:33]([CH:35]=O)=[CH:34][C:29]=2[O:28][CH2:27][CH2:26]1.C(O[BH-](OC(=O)C)OC(=O)C)(=O)C.[Na+].C(=O)(O)[O-].[Na+].[Cl:56]CCl. (5) Given the product [CH2:6]([O:8][C:9](=[O:19])[C:10]1[CH:15]=[CH:14][C:13]([Br:16])=[C:12]([CH2:17][O:2][CH3:1])[CH:11]=1)[CH3:7], predict the reactants needed to synthesize it. The reactants are: [CH3:1][OH:2].C[O-].[Na+].[CH2:6]([O:8][C:9](=[O:19])[C:10]1[CH:15]=[CH:14][C:13]([Br:16])=[C:12]([CH2:17]Br)[CH:11]=1)[CH3:7].Cl. (6) Given the product [CH3:25][C:26]1[S:27][C:28]([CH3:34])=[CH:29][C:30]=1[C:2]1[C:3]([CH3:24])=[C:4]([CH:21]=[CH:22][CH:23]=1)[CH2:5][NH:6][C:7]1[CH:20]=[CH:19][C:10]2[C@H:11]([CH2:14][C:15]([O:17][CH3:18])=[O:16])[CH2:12][O:13][C:9]=2[CH:8]=1, predict the reactants needed to synthesize it. The reactants are: Br[C:2]1[C:3]([CH3:24])=[C:4]([CH:21]=[CH:22][CH:23]=1)[CH2:5][NH:6][C:7]1[CH:20]=[CH:19][C:10]2[C@H:11]([CH2:14][C:15]([O:17][CH3:18])=[O:16])[CH2:12][O:13][C:9]=2[CH:8]=1.[CH3:25][C:26]1[S:27][C:28]([CH3:34])=[CH:29][C:30]=1B(O)O.C(=O)([O-])[O-].[Na+].[Na+].C1(P(C2CCCCC2)C2C=CC=CC=2C2C(OC)=CC=CC=2OC)CCCCC1. (7) The reactants are: [N:1]1([C:7]2[CH:12]=[CH:11][C:10]([N:13]3[CH2:18][CH2:17][O:16][CH2:15][C:14]3=[O:19])=[CH:9][CH:8]=2)[CH2:6][CH2:5][NH:4][CH2:3][CH2:2]1.CC1C=CC(S(O[CH2:31][CH2:32][CH2:33][CH2:34][C:35]2[C:43]3[C:38](=[CH:39][CH:40]=[C:41]([F:44])[CH:42]=3)[NH:37][CH:36]=2)(=O)=O)=CC=1.C(=O)([O-])[O-].[K+].[K+].[I-].[K+]. Given the product [F:44][C:41]1[CH:42]=[C:43]2[C:38](=[CH:39][CH:40]=1)[NH:37][CH:36]=[C:35]2[CH2:34][CH2:33][CH2:32][CH2:31][N:4]1[CH2:5][CH2:6][N:1]([C:7]2[CH:8]=[CH:9][C:10]([N:13]3[CH2:18][CH2:17][O:16][CH2:15][C:14]3=[O:19])=[CH:11][CH:12]=2)[CH2:2][CH2:3]1, predict the reactants needed to synthesize it.